From a dataset of Forward reaction prediction with 1.9M reactions from USPTO patents (1976-2016). Predict the product of the given reaction. (1) The product is: [Cl:15][C:16]1[CH:17]=[CH:18][C:19]([C:22]2[N:24]=[C:12]([C:3]3[CH:2]=[CH:11][C:10]([C:2]4[CH:11]=[CH:10][CH:5]=[CH:4][C:3]=4[CH3:12])=[C:5]([CH2:6][O:8][CH3:9])[CH:4]=3)[O:13][N:23]=2)=[CH:20][N:21]=1. Given the reactants Br[C:2]1[CH:11]=[CH:10][C:5]([C:6]([O:8][CH3:9])=O)=[CH:4][C:3]=1[CH2:12][O:13]C.[Cl:15][C:16]1[N:21]=[CH:20][C:19]([C:22](=[N:24]O)[NH2:23])=[CH:18][CH:17]=1, predict the reaction product. (2) Given the reactants [Br:1]N1C(=O)CCC1=O.[F:9][C:10]1[CH:15]=[CH:14][CH:13]=[C:12]([O:16][CH2:17][C:18]([CH3:21])([CH3:20])[CH3:19])[N:11]=1, predict the reaction product. The product is: [Br:1][C:15]1[C:10]([F:9])=[N:11][C:12]([O:16][CH2:17][C:18]([CH3:21])([CH3:20])[CH3:19])=[CH:13][CH:14]=1. (3) The product is: [Cl:1][C:2]1[CH:3]=[CH:4][C:5]([C:6]([NH:8][C:9]2[CH:10]=[CH:11][C:12]([CH:15]([CH3:19])[C:16]([NH:63][CH2:62][C:61]3[N:57]([C:53]4[CH:54]=[CH:55][CH:56]=[C:51]([Cl:50])[CH:52]=4)[N:58]=[C:59]([C:64]([F:67])([F:66])[F:65])[CH:60]=3)=[O:18])=[CH:13][N:14]=2)=[O:7])=[CH:20][CH:21]=1. Given the reactants [Cl:1][C:2]1[CH:21]=[CH:20][C:5]([C:6]([NH:8][C:9]2[N:14]=[CH:13][C:12]([CH:15]([CH3:19])[C:16]([OH:18])=O)=[CH:11][CH:10]=2)=[O:7])=[CH:4][CH:3]=1.ON1C2C=CC=CC=2N=N1.C(N=C=NCCCN(C)C)C.C(N(CC)CC)C.[Cl:50][C:51]1[CH:52]=[C:53]([N:57]2[C:61]([CH2:62][NH2:63])=[CH:60][C:59]([C:64]([F:67])([F:66])[F:65])=[N:58]2)[CH:54]=[CH:55][CH:56]=1, predict the reaction product. (4) Given the reactants [C:1]1([CH:7]([C:13]2[CH:18]=[CH:17][CH:16]=[CH:15][CH:14]=2)[C:8]([N:10]=[C:11]=[O:12])=[O:9])[CH:6]=[CH:5][CH:4]=[CH:3][CH:2]=1.[CH:19]1([OH:24])[CH2:23][CH2:22][CH2:21][CH2:20]1, predict the reaction product. The product is: [CH:19]1([O:24][C:11](=[O:12])[NH:10][C:8](=[O:9])[CH:7]([C:1]2[CH:6]=[CH:5][CH:4]=[CH:3][CH:2]=2)[C:13]2[CH:18]=[CH:17][CH:16]=[CH:15][CH:14]=2)[CH2:23][CH2:22][CH2:21][CH2:20]1. (5) Given the reactants Cl.[F:2][C:3]([F:14])([F:13])[C:4]1[N:5]2[CH:11]=[N:10][C:9]([NH2:12])=[C:6]2[S:7][CH:8]=1.[O:15]=[C:16]1[N:20]([C:21]2[CH:26]=[CH:25][C:24]([CH2:27][C:28](O)=[O:29])=[CH:23][CH:22]=2)[CH2:19][CH2:18][O:17]1.C(Cl)CCl.C1C=CC2N(O)N=NC=2C=1.C(N(CC)CC)C, predict the reaction product. The product is: [O:15]=[C:16]1[N:20]([C:21]2[CH:22]=[CH:23][C:24]([CH2:27][C:28]([NH:12][C:9]3[N:10]=[CH:11][N:5]4[C:4]([C:3]([F:13])([F:2])[F:14])=[CH:8][S:7][C:6]=34)=[O:29])=[CH:25][CH:26]=2)[CH2:19][CH2:18][O:17]1. (6) Given the reactants [CH:1]1([NH:7][C:8]2[N:16]=[C:15]([NH:17][C:18]3[CH:26]=[CH:25][C:21]([C:22]([OH:24])=O)=[CH:20][C:19]=3[CH3:27])[N:14]=[C:13]3[C:9]=2[N:10]=[CH:11][NH:12]3)[CH2:6][CH2:5][CH2:4][CH2:3][CH2:2]1.[N:28]1[CH:33]=[CH:32][CH:31]=[C:30]([CH2:34][CH2:35][NH2:36])[CH:29]=1.Cl.CN(C)CCCN=C=NCC.ON1C2N=CC=CC=2N=N1.CN1CCOCC1, predict the reaction product. The product is: [CH:1]1([NH:7][C:8]2[N:16]=[C:15]([NH:17][C:18]3[CH:26]=[CH:25][C:21]([C:22]([NH:36][CH2:35][CH2:34][C:30]4[CH:29]=[N:28][CH:33]=[CH:32][CH:31]=4)=[O:24])=[CH:20][C:19]=3[CH3:27])[N:14]=[C:13]3[C:9]=2[N:10]=[CH:11][NH:12]3)[CH2:6][CH2:5][CH2:4][CH2:3][CH2:2]1. (7) Given the reactants C([O:8][C:9](=O)[CH:10]([NH:19][C:20](=[O:38])[CH:21]([CH2:31][CH:32]1[CH2:37][CH2:36][CH2:35][CH2:34][CH2:33]1)[CH2:22][C:23]([N:25]1[CH2:30][CH2:29][O:28][CH2:27][CH2:26]1)=[O:24])[CH2:11][CH2:12][N:13]1[CH2:18][CH2:17][CH2:16][CH2:15][CH2:14]1)C1C=CC=CC=1.[NH3:40].CO, predict the reaction product. The product is: [C:9]([CH:10]([NH:19][C:20](=[O:38])[CH:21]([CH2:31][CH:32]1[CH2:33][CH2:34][CH2:35][CH2:36][CH2:37]1)[CH2:22][C:23]([N:25]1[CH2:30][CH2:29][O:28][CH2:27][CH2:26]1)=[O:24])[CH2:11][CH2:12][N:13]1[CH2:14][CH2:15][CH2:16][CH2:17][CH2:18]1)(=[O:8])[NH2:40]. (8) The product is: [NH:1]1[CH:5]=[C:4]([CH2:6][C:7]([N:9]2[CH2:14][CH2:13][N:12]([CH2:32][C:33]3[CH:38]=[CH:37][CH:36]=[CH:35][CH:34]=3)[CH2:11][C@H:10]2[C:15]([NH:17][C:18]2[CH:19]=[CH:20][C:21]([O:24][C:25]3[CH:30]=[CH:29][C:28]([F:31])=[CH:27][CH:26]=3)=[CH:22][CH:23]=2)=[O:16])=[O:8])[N:3]=[CH:2]1. Given the reactants [NH:1]1[CH:5]=[C:4]([CH2:6][C:7]([N:9]2[CH2:14][CH2:13][NH:12][CH2:11][C@H:10]2[C:15]([NH:17][C:18]2[CH:23]=[CH:22][C:21]([O:24][C:25]3[CH:30]=[CH:29][C:28]([F:31])=[CH:27][CH:26]=3)=[CH:20][CH:19]=2)=[O:16])=[O:8])[N:3]=[CH:2]1.[CH:32](=O)[C:33]1[CH:38]=[CH:37][CH:36]=[CH:35][CH:34]=1.CO.C(O[BH-](OC(=O)C)OC(=O)C)(=O)C.[Na+], predict the reaction product. (9) The product is: [NH2:13][C:12]1[CH:3]=[CH:4][C:5]([C:6]#[N:2])=[CH:10][C:11]=1[CH3:16]. Given the reactants C[N:2]1[CH2:6][CH2:5][CH2:4][C:3]1=O.BrC1C=C[C:12]([NH2:13])=[C:11]([CH3:16])[CH:10]=1.[Cu](C#N)C#N.N, predict the reaction product.